This data is from Reaction yield outcomes from USPTO patents with 853,638 reactions. The task is: Predict the reaction yield, written as a fraction of the theoretical maximum amount of product (1.0 means a 100% yield; for example, 0.34 means a 34% yield). The reactants are S(=O)(=O)(O)O.[NH2:6][C:7]1[C:15]([Br:16])=[CH:14][C:13]([O:17][C:18]([F:21])([F:20])[F:19])=[CH:12][C:8]=1[C:9]([OH:11])=[O:10].[OH-].[Na+].[CH3:24][CH2:25]O. No catalyst specified. The product is [CH2:24]([O:10][C:9](=[O:11])[C:8]1[CH:12]=[C:13]([O:17][C:18]([F:21])([F:19])[F:20])[CH:14]=[C:15]([Br:16])[C:7]=1[NH2:6])[CH3:25]. The yield is 0.770.